This data is from Reaction yield outcomes from USPTO patents with 853,638 reactions. The task is: Predict the reaction yield, written as a fraction of the theoretical maximum amount of product (1.0 means a 100% yield; for example, 0.34 means a 34% yield). (1) The reactants are [CH3:1][C:2]1[C:3]2[CH:10]=[CH:9][CH:8]=[CH:7][C:4]=2[S:5][CH:6]=1.C1C(=O)N([Br:18])C(=O)C1.N(C(C)(C)C#N)=NC(C)(C)C#N. The catalyst is C(Cl)(Cl)(Cl)Cl. The product is [Br:18][CH2:1][C:2]1[C:3]2[CH:10]=[CH:9][CH:8]=[CH:7][C:4]=2[S:5][CH:6]=1. The yield is 0.420. (2) The reactants are [F:1][C:2]([F:19])([F:18])[S:3]([NH:6][C:7]1[CH:12]=[C:11]([N+:13]([O-])=O)[CH:10]=[C:9]([O:16][CH3:17])[CH:8]=1)(=[O:5])=[O:4].[H][H].[CH3:22][O:23][C:24]1[N:29]=[C:28]([O:30][CH3:31])[C:27]([C:32]2[CH:41]=[C:40]3[C:35]([C:36](Cl)=[C:37]([C:42]([NH2:44])=[O:43])[CH:38]=[N:39]3)=[CH:34][CH:33]=2)=[CH:26][N:25]=1. The catalyst is C(O)(=O)C.[Pd]. The product is [CH3:22][O:23][C:24]1[N:29]=[C:28]([O:30][CH3:31])[C:27]([C:32]2[CH:41]=[C:40]3[C:35]([C:36]([NH:13][C:11]4[CH:12]=[C:7]([NH:6][S:3]([C:2]([F:19])([F:18])[F:1])(=[O:5])=[O:4])[CH:8]=[C:9]([O:16][CH3:17])[CH:10]=4)=[C:37]([C:42]([NH2:44])=[O:43])[CH:38]=[N:39]3)=[CH:34][CH:33]=2)=[CH:26][N:25]=1. The yield is 0.124. (3) The reactants are [Cl:1][C:2]1[C:7]([Cl:8])=[C:6]([F:9])[CH:5]=[CH:4][C:3]=1[C:10]([N:12]1[CH:17]=[CH:16][C:15]2[N:18]([C:21]3[CH:26]=[N:25][CH:24]=[CH:23][N:22]=3)[N:19]=[N:20][C:14]=2[CH:13]1[CH3:27])=[O:11].C([SiH](CC)CC)C. The catalyst is C(O)(C(F)(F)F)=O.C(Cl)Cl. The product is [Cl:1][C:2]1[C:7]([Cl:8])=[C:6]([F:9])[CH:5]=[CH:4][C:3]=1[C:10]([N:12]1[CH2:17][CH2:16][C:15]2[N:18]([C:21]3[CH:26]=[N:25][CH:24]=[CH:23][N:22]=3)[N:19]=[N:20][C:14]=2[CH:13]1[CH3:27])=[O:11]. The yield is 0.400. (4) The reactants are [CH2:1](Br)[C:2]1[CH:7]=[CH:6][CH:5]=[CH:4][CH:3]=1.[CH3:9][C:10]1[CH:11]=[C:12]([OH:18])[CH:13]=[C:14]([CH3:17])[C:15]=1[Br:16].C([O-])([O-])=[O:20].[K+].[K+].Cl. The catalyst is CC#N. The product is [CH3:9][C:10]1[C:11]([O:20][CH2:1][C:2]2[CH:7]=[CH:6][CH:5]=[CH:4][CH:3]=2)=[C:12]([OH:18])[CH:13]=[C:14]([CH3:17])[C:15]=1[Br:16]. The yield is 0.970. (5) The reactants are [CH2:1]([NH:5][C:6](=[O:15])[CH2:7][C:8]([CH3:14])([CH3:13])[CH2:9][C:10]([OH:12])=O)[CH:2]([CH3:4])[CH3:3].S(Cl)(Cl)=O. No catalyst specified. The product is [CH2:1]([N:5]1[C:6](=[O:15])[CH2:7][C:8]([CH3:14])([CH3:13])[CH2:9][C:10]1=[O:12])[CH:2]([CH3:4])[CH3:3]. The yield is 0.970. (6) The yield is 0.607. The reactants are [C:1]([C:5]1[N:9]([CH3:10])[N:8]([CH2:11][C@H:12]2[CH2:16][CH2:15][CH2:14][O:13]2)/[C:7](=[N:17]/[C:18]([C:20]2[CH:25]=[C:24]([C:26]([F:29])([F:28])[F:27])[CH:23]=[CH:22][C:21]=2[CH2:30][C:31]([OH:33])=[O:32])=[O:19])/[CH:6]=1)([CH3:4])([CH3:3])[CH3:2].[N+](=[CH:36][Si](C)(C)C)=[N-]. The catalyst is CO. The product is [C:1]([C:5]1[N:9]([CH3:10])[N:8]([CH2:11][C@H:12]2[CH2:16][CH2:15][CH2:14][O:13]2)/[C:7](=[N:17]/[C:18]([C:20]2[CH:25]=[C:24]([C:26]([F:28])([F:29])[F:27])[CH:23]=[CH:22][C:21]=2[CH2:30][C:31]([O:33][CH3:36])=[O:32])=[O:19])/[CH:6]=1)([CH3:4])([CH3:2])[CH3:3]. (7) The catalyst is O1CCOCC1.CC#N.[Cl-].[Na+].O. The yield is 0.280. The reactants are [N:1]1[C:8](Cl)=[N:7][C:5](Cl)=[N:4][C:2]=1Cl.C([N:13](CC)[CH:14]([CH3:16])[CH3:15])(C)C.[F:19][C:20]1C=C(C=[CH:26][C:27]=1N)OC.[CH:29]1([NH2:36])[CH2:35][CH2:34][CH2:33][CH2:32][CH2:31][CH2:30]1.[CH3:37][N:38]1[CH2:43][CH2:42][CH:41]([NH:44][CH3:45])[CH2:40][CH2:39]1.[C:46](=[O:49])(O)[O-].[Na+]. The product is [CH:29]1([NH:36][C:2]2[N:4]=[C:5]([NH:13][C:14]3[CH:15]=[CH:26][C:27]([O:49][CH3:46])=[C:20]([F:19])[CH:16]=3)[N:7]=[C:8]([N:44]([CH3:45])[CH:41]3[CH2:42][CH2:43][N:38]([CH3:37])[CH2:39][CH2:40]3)[N:1]=2)[CH2:35][CH2:34][CH2:33][CH2:32][CH2:31][CH2:30]1. (8) The reactants are [NH2:1][C:2]1[CH:10]=[C:9]([F:11])[CH:8]=[CH:7][C:3]=1[C:4]([OH:6])=O.O=S(Cl)Cl.[Cl:16][C:17]1[CH:23]=[CH:22][CH:21]=[CH:20][C:18]=1[NH2:19].C(Cl)(Cl)Cl. The catalyst is C1C=CC=CC=1. The product is [NH2:1][C:2]1[CH:10]=[C:9]([F:11])[CH:8]=[CH:7][C:3]=1[C:4]([NH:19][C:18]1[CH:20]=[CH:21][CH:22]=[CH:23][C:17]=1[Cl:16])=[O:6]. The yield is 0.520. (9) The reactants are C(N(CC)CC)C.[F:8][C:9]1[CH:14]=[CH:13][CH:12]=[CH:11][C:10]=1[N:15]1[C:23]2[C:18](=[C:19]([N:24]3[CH2:31][C@@H:30]4[C@@H:26]([CH2:27][NH:28][CH2:29]4)[C:25]3=[O:32])[CH:20]=[CH:21][CH:22]=2)[CH:17]=[N:16]1.[CH3:33][S:34](Cl)(=[O:36])=[O:35]. The catalyst is C(Cl)Cl. The product is [F:8][C:9]1[CH:14]=[CH:13][CH:12]=[CH:11][C:10]=1[N:15]1[C:23]2[C:18](=[C:19]([N:24]3[CH2:31][C@@H:30]4[C@@H:26]([CH2:27][N:28]([S:34]([CH3:33])(=[O:36])=[O:35])[CH2:29]4)[C:25]3=[O:32])[CH:20]=[CH:21][CH:22]=2)[CH:17]=[N:16]1. The yield is 0.710. (10) The reactants are [CH3:1][C:2]1[C:6]2[C:7](=[O:19])[N:8]([CH2:11][CH2:12][N:13]3[CH2:18][CH2:17][CH2:16][CH2:15][CH2:14]3)[CH2:9][CH2:10][C:5]=2[NH:4][C:3]=1[CH:20]=O.[Cl:22][C:23]1[CH:28]=[CH:27][C:26]([C:29]2[CH:37]=[CH:36][CH:35]=[C:34]3[C:30]=2[CH2:31][C:32](=[O:38])[NH:33]3)=[C:25]([F:39])[CH:24]=1. No catalyst specified. The product is [Cl:22][C:23]1[CH:28]=[CH:27][C:26]([C:29]2[CH:37]=[CH:36][CH:35]=[C:34]3[C:30]=2[C:31](=[CH:20][C:3]2[NH:4][C:5]4[CH2:10][CH2:9][N:8]([CH2:11][CH2:12][N:13]5[CH2:14][CH2:15][CH2:16][CH2:17][CH2:18]5)[C:7](=[O:19])[C:6]=4[C:2]=2[CH3:1])[C:32](=[O:38])[NH:33]3)=[C:25]([F:39])[CH:24]=1. The yield is 0.442.